Predict which catalyst facilitates the given reaction. From a dataset of Catalyst prediction with 721,799 reactions and 888 catalyst types from USPTO. (1) Reactant: [Br:1][C:2]1[CH:7]=[CH:6][C:5]([OH:8])=[C:4]([O:9][CH3:10])[C:3]=1[O:11][CH2:12][O:13][CH3:14].C(=O)([O-])[O-].[K+].[K+].Cl[CH:22]([F:24])[F:23]. Product: [Br:1][C:2]1[CH:7]=[CH:6][C:5]([O:8][CH:22]([F:24])[F:23])=[C:4]([O:9][CH3:10])[C:3]=1[O:11][CH2:12][O:13][CH3:14]. The catalyst class is: 9. (2) Reactant: Br[C:2](Br)=[CH:3][CH:4]1[CH2:7][CH:6]([CH2:8][C:9]([CH3:12])([CH3:11])[CH3:10])[CH2:5]1.CCCCCC.C([Li])CCC.C(O)(=O)C. Product: [CH3:10][C:9]([CH3:12])([CH3:11])[CH2:8][CH:6]1[CH2:7][CH:4]([C:3]#[CH:2])[CH2:5]1. The catalyst class is: 1.